Dataset: Peptide-MHC class II binding affinity with 134,281 pairs from IEDB. Task: Regression. Given a peptide amino acid sequence and an MHC pseudo amino acid sequence, predict their binding affinity value. This is MHC class II binding data. (1) The peptide sequence is VPQSGEVYTAQVKHPSLT. The MHC is H-2-IAs with pseudo-sequence H-2-IAs. The binding affinity (normalized) is 0.173. (2) The MHC is DRB1_1101 with pseudo-sequence DRB1_1101. The binding affinity (normalized) is 0. The peptide sequence is PSSASPWSWPDLDLK. (3) The peptide sequence is FEAMYLGTCQTLTPM. The MHC is DRB1_1001 with pseudo-sequence DRB1_1001. The binding affinity (normalized) is 0.638. (4) The peptide sequence is GGGGESFGIVVAWQV. The MHC is DRB1_1101 with pseudo-sequence DRB1_1101. The binding affinity (normalized) is 0.281. (5) The peptide sequence is IDLTKIDRCFQLRGNGV. The MHC is HLA-DPA10103-DPB10401 with pseudo-sequence HLA-DPA10103-DPB10401. The binding affinity (normalized) is 0.127. (6) The MHC is HLA-DQA10501-DQB10301 with pseudo-sequence HLA-DQA10501-DQB10301. The binding affinity (normalized) is 0.806. The peptide sequence is VVLFAVFLGSAYGIP.